From a dataset of Reaction yield outcomes from USPTO patents with 853,638 reactions. Predict the reaction yield, written as a fraction of the theoretical maximum amount of product (1.0 means a 100% yield; for example, 0.34 means a 34% yield). (1) The reactants are [CH3:1][O:2][C:3]1[N:8]=[CH:7][C:6]([NH2:9])=[CH:5][CH:4]=1.C[Si]([N-][Si](C)(C)C)(C)C.[Li+].[Cl:20][C:21]1[CH:22]=[C:23]([C:28]2[N:36]=[C:35]([CH3:37])[N:34]=[C:33]3[C:29]=2[N:30]=[CH:31][N:32]3[CH:38]2[CH2:43][CH2:42][CH2:41][CH2:40][O:39]2)[C:24](F)=[N:25][CH:26]=1. The catalyst is C1COCC1.C(Cl)Cl.[Cl-].[Na+].O. The product is [Cl:20][C:21]1[CH:22]=[C:23]([C:28]2[N:36]=[C:35]([CH3:37])[N:34]=[C:33]3[C:29]=2[N:30]=[CH:31][N:32]3[CH:38]2[CH2:43][CH2:42][CH2:41][CH2:40][O:39]2)[C:24]([NH:9][C:6]2[CH:7]=[N:8][C:3]([O:2][CH3:1])=[CH:4][CH:5]=2)=[N:25][CH:26]=1. The yield is 0.910. (2) The catalyst is CN(C=O)C. The yield is 0.720. The reactants are [F:1][C:2]1[CH:7]=[CH:6][CH:5]=[C:4]([F:8])[C:3]=1[N:9]1[C:14]2[N:15]=[C:16]([N:29]3[CH2:34][CH2:33][CH:32]([N:35]4[CH2:40][CH2:39][CH:38]([CH3:41])[CH2:37][CH2:36]4)[CH2:31][CH2:30]3)[N:17]=[C:18]([C:19]3[CH:20]=[C:21]([CH:25]=[CH:26][C:27]=3[CH3:28])[C:22](O)=[O:23])[C:13]=2[CH:12]=[CH:11][C:10]1=[O:42].CN(C(ON1N=NC2C=CC=CC1=2)=[N+](C)C)C.F[P-](F)(F)(F)(F)F.C(N(CC)CC)C.[F:74][C:75]1[CH:81]=[CH:80][C:78]([NH2:79])=[CH:77][CH:76]=1. The product is [F:8][C:4]1[CH:5]=[CH:6][CH:7]=[C:2]([F:1])[C:3]=1[N:9]1[C:14]2[N:15]=[C:16]([N:29]3[CH2:34][CH2:33][CH:32]([N:35]4[CH2:36][CH2:37][CH:38]([CH3:41])[CH2:39][CH2:40]4)[CH2:31][CH2:30]3)[N:17]=[C:18]([C:19]3[CH:20]=[C:21]([CH:25]=[CH:26][C:27]=3[CH3:28])[C:22]([NH:79][C:78]3[CH:80]=[CH:81][C:75]([F:74])=[CH:76][CH:77]=3)=[O:23])[C:13]=2[CH:12]=[CH:11][C:10]1=[O:42]. (3) The reactants are [C:1]([CH2:3][C:4]([O:6][CH3:7])=[O:5])#[N:2].C(N(C(C)C)CC)(C)C.[CH2:17](Br)[C:18]([C:20]1[CH:25]=[CH:24][CH:23]=[CH:22][CH:21]=1)=[O:19]. The catalyst is O1CCCC1. The product is [C:1]([CH:3]([CH2:17][C:18]([C:20]1[CH:25]=[CH:24][CH:23]=[CH:22][CH:21]=1)=[O:19])[C:4]([O:6][CH3:7])=[O:5])#[N:2]. The yield is 0.950. (4) The reactants are [CH3:1][C:2]1[NH:3][C:4](=[O:26])[C:5]([CH2:11][C:12]2[CH:17]=[CH:16][C:15]([C:18]3[C:19]([C:24]#[N:25])=[CH:20][CH:21]=[CH:22][CH:23]=3)=[CH:14][CH:13]=2)=[C:6]([CH2:8][CH2:9][CH3:10])[N:7]=1.[H-].[Na+].CN(C)C=O.Br[CH2:35][C:36]1[CH:45]=[CH:44][CH:43]=[CH:42][C:37]=1[C:38]([O:40][CH3:41])=[O:39]. The catalyst is C(OCC)(=O)C. The product is [C:24]([C:19]1[CH:20]=[CH:21][CH:22]=[CH:23][C:18]=1[C:15]1[CH:16]=[CH:17][C:12]([CH2:11][C:5]2[C:4](=[O:26])[N:3]([CH2:35][C:36]3[CH:45]=[CH:44][CH:43]=[CH:42][C:37]=3[C:38]([O:40][CH3:41])=[O:39])[C:2]([CH3:1])=[N:7][C:6]=2[CH2:8][CH2:9][CH3:10])=[CH:13][CH:14]=1)#[N:25]. The yield is 0.400. (5) The reactants are [N+:1]([C:4]1[CH:5]=[N:6][CH:7]=[CH:8][C:9]=1[C:10]1[CH2:11][CH2:12][CH:13]2[O:17][C:16](=[O:18])[N:15]([C:19]([O:21][C:22]([CH3:25])([CH3:24])[CH3:23])=[O:20])[CH:14]2[CH:26]=1)([O-])=O. The catalyst is CO.C(OCC)(=O)C.[Pd]. The product is [NH2:1][C:4]1[CH:5]=[N:6][CH:7]=[CH:8][C:9]=1[CH:10]1[CH2:26][CH:14]2[N:15]([C:19]([O:21][C:22]([CH3:24])([CH3:23])[CH3:25])=[O:20])[C:16](=[O:18])[O:17][CH:13]2[CH2:12][CH2:11]1. The yield is 0.870. (6) The catalyst is O1CCOCC1. The yield is 0.540. The product is [OH:69][CH2:68][C:65]1[CH:64]=[C:63]([CH2:62][NH:61][C:19]([C:5]2[C:6](=[O:18])[N:7]([C:8]3[CH:13]=[CH:12][CH:11]=[C:10]([C:14]([F:17])([F:15])[F:16])[CH:9]=3)[C:2]([CH3:1])=[C:3]([C:22]3[N:23]([CH3:27])[N:24]=[CH:25][CH:26]=3)[CH:4]=2)=[O:20])[O:67][N:66]=1. The reactants are [CH3:1][C:2]1[N:7]([C:8]2[CH:13]=[CH:12][CH:11]=[C:10]([C:14]([F:17])([F:16])[F:15])[CH:9]=2)[C:6](=[O:18])[C:5]([C:19](O)=[O:20])=[CH:4][C:3]=1[C:22]1[N:23]([CH3:27])[N:24]=[CH:25][CH:26]=1.CN(C(ON1N=NC2C=CC=CC1=2)=[N+](C)C)C.F[P-](F)(F)(F)(F)F.CCN(C(C)C)C(C)C.[NH2:61][CH2:62][C:63]1[O:67][N:66]=[C:65]([CH2:68][OH:69])[CH:64]=1. (7) The catalyst is C(O)(C(F)(F)F)=O. The yield is 0.830. The reactants are [OH:1][CH:2]([CH:36]1[CH2:41][CH2:40][O:39][CH2:38][CH2:37]1)[CH:3]([NH:5][C:6]([C:8]1[C:16]2[C:11](=[N:12][CH:13]=[C:14]([C:17]3[C:25]4[C:20](=[CH:21][C:22]([F:26])=[CH:23][CH:24]=4)[N:19]([CH3:27])[N:18]=3)[N:15]=2)[N:10](COCC[Si](C)(C)C)[CH:9]=1)=[O:7])[CH3:4].C(Cl)Cl.C(N)CN.O. The product is [OH:1][CH:2]([CH:36]1[CH2:37][CH2:38][O:39][CH2:40][CH2:41]1)[CH:3]([NH:5][C:6]([C:8]1[C:16]2[C:11](=[N:12][CH:13]=[C:14]([C:17]3[C:25]4[C:20](=[CH:21][C:22]([F:26])=[CH:23][CH:24]=4)[N:19]([CH3:27])[N:18]=3)[N:15]=2)[NH:10][CH:9]=1)=[O:7])[CH3:4]. (8) The reactants are [C:1]1([S:7]([N:10]2[C:14]3=[N:15][CH:16]=[C:17]([Br:19])[CH:18]=[C:13]3[C:12](I)=[CH:11]2)(=[O:9])=[O:8])[CH:6]=[CH:5][CH:4]=[CH:3][CH:2]=1.[C:21]([N:40]1[CH:44]=[C:43](B(O)O)[CH:42]=[N:41]1)([C:34]1[CH:39]=[CH:38][CH:37]=[CH:36][CH:35]=1)([C:28]1[CH:33]=[CH:32][CH:31]=[CH:30][CH:29]=1)[C:22]1[CH:27]=[CH:26][CH:25]=[CH:24][CH:23]=1.C([O-])([O-])=O.[Na+].[Na+].[Li+].[Cl-]. The catalyst is Cl[Pd](Cl)([P](C1C=CC=CC=1)(C1C=CC=CC=1)C1C=CC=CC=1)[P](C1C=CC=CC=1)(C1C=CC=CC=1)C1C=CC=CC=1.C1(C)C=CC=CC=1.CCO. The product is [C:1]1([S:7]([N:10]2[C:14]3=[N:15][CH:16]=[C:17]([Br:19])[CH:18]=[C:13]3[C:12]([C:43]3[CH:42]=[N:41][N:40]([C:21]([C:28]4[CH:33]=[CH:32][CH:31]=[CH:30][CH:29]=4)([C:22]4[CH:23]=[CH:24][CH:25]=[CH:26][CH:27]=4)[C:34]4[CH:39]=[CH:38][CH:37]=[CH:36][CH:35]=4)[CH:44]=3)=[CH:11]2)(=[O:9])=[O:8])[CH:6]=[CH:5][CH:4]=[CH:3][CH:2]=1. The yield is 0.570.